This data is from Forward reaction prediction with 1.9M reactions from USPTO patents (1976-2016). The task is: Predict the product of the given reaction. (1) The product is: [N+:31]([C:24]1[C:25]2[C:30](=[CH:29][CH:28]=[CH:27][CH:26]=2)[C:21]([O:8][C:4]2[N:5]=[CH:6][N:7]=[C:2]([NH2:1])[CH:3]=2)=[CH:22][CH:23]=1)([O-:33])=[O:32]. Given the reactants [NH2:1][C:2]1[N:7]=[CH:6][NH:5][C:4](=[O:8])[CH:3]=1.C1CCN2C(=NCCC2)CC1.F[C:21]1[C:30]2[C:25](=[CH:26][CH:27]=[CH:28][CH:29]=2)[C:24]([N+:31]([O-:33])=[O:32])=[CH:23][CH:22]=1, predict the reaction product. (2) Given the reactants [F:1][C:2]1[CH:7]=[C:6]([NH:8][C:9]2[CH:10]=[CH:11][C:12]3[C:18](=[O:19])[NH:17][C:16]4[CH:20]=[C:21]([C:24]([CH3:30])([CH3:29])[C:25]([O:27]C)=[O:26])[CH:22]=[CH:23][C:15]=4[NH:14][C:13]=3[CH:31]=2)[CH:5]=[C:4]([F:32])[N:3]=1.[Li+].[OH-].Cl, predict the reaction product. The product is: [F:1][C:2]1[CH:7]=[C:6]([NH:8][C:9]2[CH:10]=[CH:11][C:12]3[C:18](=[O:19])[NH:17][C:16]4[CH:20]=[C:21]([C:24]([CH3:30])([CH3:29])[C:25]([OH:27])=[O:26])[CH:22]=[CH:23][C:15]=4[NH:14][C:13]=3[CH:31]=2)[CH:5]=[C:4]([F:32])[N:3]=1. (3) Given the reactants [Cl:1][C:2]1[N:7]=[C:6]([Cl:8])[CH:5]=[C:4]([C:9]2[N:10](S(=O)(=O)N(C)C)[CH:11]=[CH:12][N:13]=2)[N:3]=1.C([O-])(O)=O.[Na+], predict the reaction product. The product is: [Cl:1][C:2]1[N:7]=[C:6]([Cl:8])[CH:5]=[C:4]([C:9]2[NH:13][CH:12]=[CH:11][N:10]=2)[N:3]=1. (4) Given the reactants C(OC(=O)[NH:7][C:8]1[CH:13]=[CH:12][C:11]([F:14])=[C:10]([O:15][C:16]2[N:21]=[C:20]3[S:22][C:23]([NH:25][C:26](=[O:28])[CH3:27])=[N:24][C:19]3=[CH:18][CH:17]=2)[CH:9]=1)(C)(C)C, predict the reaction product. The product is: [NH2:7][C:8]1[CH:13]=[CH:12][C:11]([F:14])=[C:10]([CH:9]=1)[O:15][C:16]1[N:21]=[C:20]2[S:22][C:23]([NH:25][C:26](=[O:28])[CH3:27])=[N:24][C:19]2=[CH:18][CH:17]=1. (5) Given the reactants C(Cl)(=O)C(Cl)=O.[Cl:7][C:8]1[CH:13]=[CH:12][C:11]([C@H:14]([C@@H:18]([CH3:23])[C:19]([F:22])([F:21])[F:20])[C:15]([OH:17])=O)=[CH:10][CH:9]=1.C(N(CC)C(C)C)(C)C.[NH2:33][C:34]1[CH:35]=[C:36]([CH2:42][CH2:43][C:44]([O:46][C:47]([CH3:50])([CH3:49])[CH3:48])=[O:45])[CH:37]=[CH:38][C:39]=1[C:40]#[N:41], predict the reaction product. The product is: [Cl:7][C:8]1[CH:9]=[CH:10][C:11]([C@H:14]([C@@H:18]([CH3:23])[C:19]([F:22])([F:21])[F:20])[C:15]([NH:33][C:34]2[CH:35]=[C:36]([CH2:42][CH2:43][C:44]([O:46][C:47]([CH3:50])([CH3:49])[CH3:48])=[O:45])[CH:37]=[CH:38][C:39]=2[C:40]#[N:41])=[O:17])=[CH:12][CH:13]=1. (6) Given the reactants Cl[C:2]1[C:3]2[S:13][C:12]3[N:14]=[C:15]([C:19]4[CH:24]=[CH:23][CH:22]=[CH:21][CH:20]=4)[CH:16]=[C:17]([CH3:18])[C:11]=3[C:4]=2[N:5]=[C:6]([S:8][CH2:9][CH3:10])[N:7]=1.[NH:25]1[CH2:30][CH2:29][NH:28][CH2:27][CH2:26]1, predict the reaction product. The product is: [CH2:9]([S:8][C:6]1[N:7]=[C:2]([N:25]2[CH2:30][CH2:29][NH:28][CH2:27][CH2:26]2)[C:3]2[S:13][C:12]3[N:14]=[C:15]([C:19]4[CH:24]=[CH:23][CH:22]=[CH:21][CH:20]=4)[CH:16]=[C:17]([CH3:18])[C:11]=3[C:4]=2[N:5]=1)[CH3:10]. (7) Given the reactants [OH:1][C:2]1[CH:7]=[C:6]([CH2:8][CH2:9][CH2:10][CH2:11][OH:12])[O:5][C:4](=[O:13])[C:3]=1[C:14](=[O:17])[CH2:15][CH3:16].[Na].C([O-])(O)=O.[Na+], predict the reaction product. The product is: [OH:1][C:2]1[CH:7]=[C:6]([CH2:8][CH2:9][CH2:10][CH:11]=[O:12])[O:5][C:4](=[O:13])[C:3]=1[C:14](=[O:17])[CH2:15][CH3:16]. (8) The product is: [OH:43][C:29]1[CH:30]=[CH:31][C:11]([N:9]([CH3:10])[C:7](=[O:8])[CH3:13])=[CH:26][CH:28]=1. Given the reactants [CH3:10][N:9]([CH3:11])[C:7](N=N[C:7]([N:9]([CH3:11])[CH3:10])=[O:8])=[O:8].[CH2:13](P(CCCC)CCCC)CCC.[CH2:26]([C:28]1[C:29]([O:43]COC)=[C:30](C(CO)=CC=1)[C:31](OC(C)(C)C)=O)C, predict the reaction product.